From a dataset of NCI-60 drug combinations with 297,098 pairs across 59 cell lines. Regression. Given two drug SMILES strings and cell line genomic features, predict the synergy score measuring deviation from expected non-interaction effect. (1) Drug 1: CCN(CC)CCNC(=O)C1=C(NC(=C1C)C=C2C3=C(C=CC(=C3)F)NC2=O)C. Drug 2: CCC1(C2=C(COC1=O)C(=O)N3CC4=CC5=C(C=CC(=C5CN(C)C)O)N=C4C3=C2)O.Cl. Cell line: RXF 393. Synergy scores: CSS=7.05, Synergy_ZIP=-1.22, Synergy_Bliss=-2.41, Synergy_Loewe=-41.0, Synergy_HSA=-10.8. (2) Drug 1: C1CC(=O)NC(=O)C1N2CC3=C(C2=O)C=CC=C3N. Drug 2: CC1C(C(CC(O1)OC2CC(CC3=C2C(=C4C(=C3O)C(=O)C5=C(C4=O)C(=CC=C5)OC)O)(C(=O)CO)O)N)O.Cl. Cell line: PC-3. Synergy scores: CSS=43.0, Synergy_ZIP=0.116, Synergy_Bliss=1.39, Synergy_Loewe=-13.1, Synergy_HSA=1.17. (3) Drug 1: C1=CC(=CC=C1C#N)C(C2=CC=C(C=C2)C#N)N3C=NC=N3. Drug 2: CN1C2=C(C=C(C=C2)N(CCCl)CCCl)N=C1CCCC(=O)O.Cl. Cell line: SK-MEL-2. Synergy scores: CSS=11.2, Synergy_ZIP=3.84, Synergy_Bliss=1.14, Synergy_Loewe=5.86, Synergy_HSA=3.62. (4) Cell line: MOLT-4. Synergy scores: CSS=62.4, Synergy_ZIP=-3.14, Synergy_Bliss=0.945, Synergy_Loewe=-0.410, Synergy_HSA=3.09. Drug 2: CC1=C(N=C(N=C1N)C(CC(=O)N)NCC(C(=O)N)N)C(=O)NC(C(C2=CN=CN2)OC3C(C(C(C(O3)CO)O)O)OC4C(C(C(C(O4)CO)O)OC(=O)N)O)C(=O)NC(C)C(C(C)C(=O)NC(C(C)O)C(=O)NCCC5=NC(=CS5)C6=NC(=CS6)C(=O)NCCC[S+](C)C)O. Drug 1: CC1C(C(CC(O1)OC2CC(CC3=C2C(=C4C(=C3O)C(=O)C5=C(C4=O)C(=CC=C5)OC)O)(C(=O)CO)O)N)O.Cl. (5) Drug 1: CC12CCC(CC1=CCC3C2CCC4(C3CC=C4C5=CN=CC=C5)C)O. Drug 2: CN(C)C1=NC(=NC(=N1)N(C)C)N(C)C. Cell line: HCT-15. Synergy scores: CSS=14.7, Synergy_ZIP=1.96, Synergy_Bliss=6.10, Synergy_Loewe=-4.22, Synergy_HSA=1.96. (6) Drug 1: CC1OCC2C(O1)C(C(C(O2)OC3C4COC(=O)C4C(C5=CC6=C(C=C35)OCO6)C7=CC(=C(C(=C7)OC)O)OC)O)O. Drug 2: CC1=C(C=C(C=C1)NC(=O)C2=CC=C(C=C2)CN3CCN(CC3)C)NC4=NC=CC(=N4)C5=CN=CC=C5. Cell line: ACHN. Synergy scores: CSS=52.2, Synergy_ZIP=-1.04, Synergy_Bliss=-1.58, Synergy_Loewe=-24.6, Synergy_HSA=-3.90. (7) Drug 1: C1C(C(OC1N2C=NC3=C(N=C(N=C32)Cl)N)CO)O. Drug 2: CC1CCCC2(C(O2)CC(NC(=O)CC(C(C(=O)C(C1O)C)(C)C)O)C(=CC3=CSC(=N3)C)C)C. Cell line: MDA-MB-231. Synergy scores: CSS=40.9, Synergy_ZIP=-6.25, Synergy_Bliss=-7.93, Synergy_Loewe=-2.32, Synergy_HSA=-0.478.